Dataset: Forward reaction prediction with 1.9M reactions from USPTO patents (1976-2016). Task: Predict the product of the given reaction. Given the reactants [OH:1][C@H:2]1[C@H:22]([O:23][CH3:24])[C@@H:21]([C:25]([O:27][CH3:28])=[O:26])[C@@H:20]2[C@@H:4]([CH2:5][N:6]3[C@H:18]([CH2:19]2)[C:17]2[NH:16][C:15]4[C:10](=[CH:11][CH:12]=[C:13]([O:29][CH3:30])[CH:14]=4)[C:9]=2[CH2:8][CH2:7]3)[CH2:3]1.[C:31]([O:35][C:36]([NH:38][CH2:39][C:40]1[CH:48]=[CH:47][C:43]([C:44](O)=[O:45])=[CH:42][CH:41]=1)=[O:37])([CH3:34])([CH3:33])[CH3:32].C1CCC(N=C=NC2CCCCC2)CC1, predict the reaction product. The product is: [C:31]([O:35][C:36]([NH:38][CH2:39][C:40]1[CH:48]=[CH:47][C:43]([C:44]([O:1][C@H:2]2[C@H:22]([O:23][CH3:24])[C@@H:21]([C:25]([O:27][CH3:28])=[O:26])[C@@H:20]3[C@@H:4]([CH2:5][N:6]4[C@H:18]([CH2:19]3)[C:17]3[NH:16][C:15]5[C:10](=[CH:11][CH:12]=[C:13]([O:29][CH3:30])[CH:14]=5)[C:9]=3[CH2:8][CH2:7]4)[CH2:3]2)=[O:45])=[CH:42][CH:41]=1)=[O:37])([CH3:34])([CH3:32])[CH3:33].